Dataset: Forward reaction prediction with 1.9M reactions from USPTO patents (1976-2016). Task: Predict the product of the given reaction. (1) Given the reactants C([B-:3]([C:16]1[CH:21]=[CH:20][CH:19]=[CH:18][CH:17]=1)([C:10]1[CH:15]=[CH:14][CH:13]=[CH:12][CH:11]=1)[C:4]1[CH:9]=[CH:8][CH:7]=[CH:6][CH:5]=1)#N.[Na+], predict the reaction product. The product is: [B:3]([C:10]1[CH:11]=[CH:12][CH:13]=[CH:14][CH:15]=1)([C:16]1[CH:21]=[CH:20][CH:19]=[CH:18][CH:17]=1)[C:4]1[CH:5]=[CH:6][CH:7]=[CH:8][CH:9]=1. (2) Given the reactants [Cl:1][C:2]1[N:7]=[C:6]([C:8]([NH:10][CH2:11][CH3:12])=[O:9])[CH:5]=[C:4](Cl)[N:3]=1.C(S)[CH2:15][S:16]([O-])(=O)=O.[Na+], predict the reaction product. The product is: [Cl:1][C:2]1[N:7]=[C:6]([C:8]([NH:10][CH2:11][CH3:12])=[O:9])[CH:5]=[C:4]([S:16][CH3:15])[N:3]=1. (3) Given the reactants [C:1]([O:5][C:6]([N:8]1[CH2:13][CH2:12][C@@H:11]([N:14]=[N+]=[N-])[C@H:10]([OH:17])[CH2:9]1)=[O:7])([CH3:4])([CH3:3])[CH3:2].[H][H], predict the reaction product. The product is: [C:1]([O:5][C:6]([N:8]1[CH2:13][CH2:12][C@@H:11]([NH2:14])[C@H:10]([OH:17])[CH2:9]1)=[O:7])([CH3:4])([CH3:2])[CH3:3].